From a dataset of NCI-60 drug combinations with 297,098 pairs across 59 cell lines. Regression. Given two drug SMILES strings and cell line genomic features, predict the synergy score measuring deviation from expected non-interaction effect. (1) Drug 1: CNC(=O)C1=NC=CC(=C1)OC2=CC=C(C=C2)NC(=O)NC3=CC(=C(C=C3)Cl)C(F)(F)F. Drug 2: C1=CC=C(C(=C1)C(C2=CC=C(C=C2)Cl)C(Cl)Cl)Cl. Cell line: OVCAR-8. Synergy scores: CSS=3.88, Synergy_ZIP=5.29, Synergy_Bliss=9.00, Synergy_Loewe=7.14, Synergy_HSA=5.69. (2) Drug 1: CC1=C2C(C(=O)C3(C(CC4C(C3C(C(C2(C)C)(CC1OC(=O)C(C(C5=CC=CC=C5)NC(=O)C6=CC=CC=C6)O)O)OC(=O)C7=CC=CC=C7)(CO4)OC(=O)C)O)C)OC(=O)C. Drug 2: CC1=C(C(=O)C2=C(C1=O)N3CC4C(C3(C2COC(=O)N)OC)N4)N. Cell line: CCRF-CEM. Synergy scores: CSS=44.1, Synergy_ZIP=-2.29, Synergy_Bliss=-3.99, Synergy_Loewe=-12.1, Synergy_HSA=-2.69. (3) Drug 1: C1CC(=O)NC(=O)C1N2CC3=C(C2=O)C=CC=C3N. Drug 2: CC1=C2C(C(=O)C3(C(CC4C(C3C(C(C2(C)C)(CC1OC(=O)C(C(C5=CC=CC=C5)NC(=O)OC(C)(C)C)O)O)OC(=O)C6=CC=CC=C6)(CO4)OC(=O)C)O)C)O. Cell line: HCT116. Synergy scores: CSS=23.7, Synergy_ZIP=-2.98, Synergy_Bliss=-6.64, Synergy_Loewe=-5.96, Synergy_HSA=-5.83. (4) Drug 1: CN1CCC(CC1)COC2=C(C=C3C(=C2)N=CN=C3NC4=C(C=C(C=C4)Br)F)OC. Drug 2: CC12CCC(CC1=CCC3C2CCC4(C3CC=C4C5=CN=CC=C5)C)O. Cell line: NCI-H226. Synergy scores: CSS=12.0, Synergy_ZIP=-1.46, Synergy_Bliss=1.74, Synergy_Loewe=-0.887, Synergy_HSA=0.497.